The task is: Predict which catalyst facilitates the given reaction.. This data is from Catalyst prediction with 721,799 reactions and 888 catalyst types from USPTO. (1) Reactant: CC1(C)C(C)(C)OB([C:9]2[CH:17]=[C:16]([C:18]([F:21])([F:20])[F:19])[CH:15]=[C:14]3[C:10]=2[CH:11]=[N:12][NH:13]3)O1.Br[C:24]1[C:25]([CH3:37])=[N:26][N:27]([CH2:30][C@H:31]2[NH:35][C:34](=[O:36])[CH2:33][CH2:32]2)[C:28]=1[CH3:29].[C:38](=[O:41])(O)[O-:39].[Na+]. Product: [C:38]([OH:39])([C:18]([F:21])([F:20])[F:19])=[O:41].[CH3:37][C:25]1[C:24]([C:9]2[CH:17]=[C:16]([C:18]([F:19])([F:20])[F:21])[CH:15]=[C:14]3[C:10]=2[CH:11]=[N:12][NH:13]3)=[C:28]([CH3:29])[N:27]([CH2:30][C@H:31]2[NH:35][C:34](=[O:36])[CH2:33][CH2:32]2)[N:26]=1. The catalyst class is: 294. (2) Reactant: C([Li])CCC.[CH:6]([C:9]1[CH:14]=[CH:13][CH:12]=[CH:11][C:10]=1[O:15][CH2:16][O:17][CH3:18])([CH3:8])[CH3:7].CN(C)CCN(C)C.[Cl-].[NH4+].CN(C)[CH:31]=[O:32]. Product: [CH:6]([C:9]1[C:10]([O:15][CH2:16][O:17][CH3:18])=[C:11]([CH:12]=[CH:13][CH:14]=1)[CH:31]=[O:32])([CH3:8])[CH3:7]. The catalyst class is: 134. (3) Reactant: [F:1][C:2]1[CH:11]=[C:10]2[C:5]([CH:6]=[CH:7][CH:8]=[N:9]2)=[CH:4][C:3]=1[CH2:12][C:13]1[N:17]2[N:18]=[C:19]([C:22]3[CH:23]=[N:24][N:25]([CH:27]4[CH2:32][CH2:31][NH:30][CH2:29][CH2:28]4)[CH:26]=3)[CH:20]=[CH:21][C:16]2=[N:15][CH:14]=1.CS(O[CH2:38][C:39]([F:42])([F:41])[F:40])(=O)=O.C([O-])([O-])=O.[Cs+].[Cs+]. Product: [F:1][C:2]1[CH:11]=[C:10]2[C:5]([CH:6]=[CH:7][CH:8]=[N:9]2)=[CH:4][C:3]=1[CH2:12][C:13]1[N:17]2[N:18]=[C:19]([C:22]3[CH:23]=[N:24][N:25]([CH:27]4[CH2:32][CH2:31][N:30]([CH2:38][C:39]([F:42])([F:41])[F:40])[CH2:29][CH2:28]4)[CH:26]=3)[CH:20]=[CH:21][C:16]2=[N:15][CH:14]=1. The catalyst class is: 49. (4) Reactant: [CH:1]1([C:4]2[CH:8]=[C:7]([NH:9][CH2:10][C:11]3[C:12]([O:21][CH3:22])=[N:13][C:14]([O:19][CH3:20])=[N:15][C:16]=3[CH:17]=[CH2:18])[N:6]([CH2:23][CH3:24])[N:5]=2)[CH2:3][CH2:2]1. Product: [CH:1]1([C:4]2[CH:8]=[C:7]([N:9]3[CH2:18][CH2:17][C:16]4[N:15]=[C:14]([O:19][CH3:20])[N:13]=[C:12]([O:21][CH3:22])[C:11]=4[CH2:10]3)[N:6]([CH2:23][CH3:24])[N:5]=2)[CH2:2][CH2:3]1. The catalyst class is: 52. (5) Reactant: [Cl:1][C:2]1[CH:7]=[CH:6][C:5]([N:8]2[CH:12]=[C:11]([C:13]([OH:15])=[O:14])[N:10]=[C:9]2[C:16]2[CH:21]=[CH:20][C:19]([Cl:22])=[CH:18][C:17]=2[Cl:23])=[CH:4][CH:3]=1.[C:24](OC(O[C:24]([CH3:27])([CH3:26])[CH3:25])N(C)C)([CH3:27])([CH3:26])[CH3:25]. Product: [Cl:1][C:2]1[CH:3]=[CH:4][C:5]([N:8]2[CH:12]=[C:11]([C:13]([O:15][C:24]([CH3:27])([CH3:26])[CH3:25])=[O:14])[N:10]=[C:9]2[C:16]2[CH:21]=[CH:20][C:19]([Cl:22])=[CH:18][C:17]=2[Cl:23])=[CH:6][CH:7]=1. The catalyst class is: 11. (6) Reactant: C([N:8]1[CH2:12][CH2:11][CH:10]([NH:13][C:14]([C:16]2[C:24]3[C:19](=[CH:20][CH:21]=[C:22]([Cl:25])[CH:23]=3)[NH:18][N:17]=2)=[O:15])[CH2:9]1)C1C=CC=CC=1.Cl[C:27]([O:29][CH:30](Cl)C)=[O:28]. Product: [CH3:30][O:29][C:27]([N:8]1[CH2:12][CH2:11][CH:10]([NH:13][C:14]([C:16]2[C:24]3[C:19](=[CH:20][CH:21]=[C:22]([Cl:25])[CH:23]=3)[NH:18][N:17]=2)=[O:15])[CH2:9]1)=[O:28]. The catalyst class is: 4. (7) Reactant: ClC1N=[C:6]([NH:8][CH:9]([CH3:13])[CH2:10][O:11][CH3:12])[C:5]([Cl:14])=[CH:4]N=1.NC1C=C[C:19]([S:22]([N:25]([CH3:27])[CH3:26])(=[O:24])=[O:23])=[CH:18][CH:17]=1.C1(C)C=CC(S(O)(=O)=O)=CC=1. Product: [Cl:14][C:5]1[C:6]([NH:8][CH:9]([CH3:13])[CH2:10][O:11][CH3:12])=[CH:17][CH:18]=[C:19]([S:22]([N:25]([CH3:27])[CH3:26])(=[O:24])=[O:23])[CH:4]=1. The catalyst class is: 12. (8) Reactant: [CH2:1]([OH:8])[C:2]1[CH:7]=[CH:6][CH:5]=[CH:4][CH:3]=1.C1(P(C2C=CC=CC=2)C2C=CC=CC=2)C=CC=CC=1.CN(C(/N=N/C(N(C)C)=O)=O)C.[Br:40][C:41]1[CH:42]=[C:43](O)[CH:44]=[C:45]2[C:50]=1[CH:49]=[N:48][CH:47]=[CH:46]2. Product: [CH2:1]([O:8][C:43]1[CH:44]=[C:45]2[C:50](=[C:41]([Br:40])[CH:42]=1)[CH:49]=[N:48][CH:47]=[CH:46]2)[C:2]1[CH:7]=[CH:6][CH:5]=[CH:4][CH:3]=1. The catalyst class is: 11. (9) Reactant: [N:1]1[CH:6]=[CH:5][CH:4]=[CH:3][C:2]=1[N:7]1[CH2:13][C:12]2[CH:14]=[C:15]([CH:18]=O)[CH:16]=[CH:17][C:11]=2[O:10][CH2:9][CH2:8]1.[S:20]1[CH2:24][C:23](=[O:25])[NH:22][C:21]1=[O:26].C([O-])(=O)C.[NH2+]1CCCCC1. Product: [N:1]1[CH:6]=[CH:5][CH:4]=[CH:3][C:2]=1[N:7]1[CH2:13][C:12]2[CH:14]=[C:15]([CH:18]=[C:24]3[S:20][C:21](=[O:26])[NH:22][C:23]3=[O:25])[CH:16]=[CH:17][C:11]=2[O:10][CH2:9][CH2:8]1. The catalyst class is: 11.